This data is from Catalyst prediction with 721,799 reactions and 888 catalyst types from USPTO. The task is: Predict which catalyst facilitates the given reaction. (1) Reactant: [Br:1][C:2]1[CH:7]=[CH:6][C:5]([N+:8]([O-])=O)=[C:4]([F:11])[CH:3]=1.[CH:12]([Mg]Br)=[CH2:13].[NH4+].[Cl-]. Product: [Br:1][C:2]1[CH:7]=[C:6]2[C:5](=[C:4]([F:11])[CH:3]=1)[NH:8][CH:13]=[CH:12]2. The catalyst class is: 1. (2) Reactant: Cl.[NH2:2][C@:3]([CH3:26])([CH2:6][CH2:7][C:8]1[N:9]([CH3:25])[C:10]([C:13](=[O:24])[CH2:14][CH2:15][CH2:16][CH2:17][C:18]2[CH:23]=[CH:22][CH:21]=[CH:20][CH:19]=2)=[CH:11][CH:12]=1)[CH2:4][OH:5].[C:27](O[C:27]([O:29][C:30]([CH3:33])([CH3:32])[CH3:31])=[O:28])([O:29][C:30]([CH3:33])([CH3:32])[CH3:31])=[O:28].C(N(CC)CC)C. Product: [C:30]([O:29][C:27]([NH:2][C@:3]([CH3:26])([CH2:6][CH2:7][C:8]1[N:9]([CH3:25])[C:10]([C:13](=[O:24])[CH2:14][CH2:15][CH2:16][CH2:17][C:18]2[CH:23]=[CH:22][CH:21]=[CH:20][CH:19]=2)=[CH:11][CH:12]=1)[CH2:4][OH:5])=[O:28])([CH3:33])([CH3:32])[CH3:31]. The catalyst class is: 4. (3) Reactant: [N+:1]([CH:4]([CH:6]([CH2:11][C:12]([O:14]C)=O)[C:7]([O:9][CH3:10])=[O:8])[CH3:5])([O-])=O. Product: [CH3:5][CH:4]1[CH:6]([C:7]([O:9][CH3:10])=[O:8])[CH2:11][C:12](=[O:14])[NH:1]1. The catalyst class is: 50. (4) Reactant: [Cl:1][C:2]1[CH:11]=[CH:10][CH:9]=[C:8]2[C:3]=1[CH:4]=[C:5]([C:15]1[CH:20]=[CH:19][CH:18]=[CH:17][N:16]=1)[C:6]([CH:12]([NH2:14])[CH3:13])=[N:7]2.CCN(C(C)C)C(C)C.[NH2:30][C:31]1[C:36]([C:37]#[N:38])=[C:35](Cl)[N:34]=[CH:33][N:32]=1. Product: [NH2:30][C:31]1[C:36]([C:37]#[N:38])=[C:35]([NH:14][C@H:12]([C:6]2[C:5]([C:15]3[CH:20]=[CH:19][CH:18]=[CH:17][N:16]=3)=[CH:4][C:3]3[C:8](=[CH:9][CH:10]=[CH:11][C:2]=3[Cl:1])[N:7]=2)[CH3:13])[N:34]=[CH:33][N:32]=1. The catalyst class is: 51. (5) Reactant: [O:1]1[CH2:6][CH2:5][N:4]([CH2:7][C:8]([O:10]C)=O)[CH2:3][CH2:2]1.[CH3:12][NH:13][NH2:14]. Product: [CH3:12][N:13]([C:8](=[O:10])[CH2:7][N:4]1[CH2:5][CH2:6][O:1][CH2:2][CH2:3]1)[NH2:14]. The catalyst class is: 8. (6) Reactant: [CH3:1][O:2][C:3]1[CH:4]=[C:5]([Mg]Br)[CH:6]=[CH:7][CH:8]=1.[C:11]([O:15][C:16]([N:18]1[CH2:27][CH2:26][C:21]2([CH2:24][CH:23](Br)[CH2:22]2)[CH2:20][CH2:19]1)=[O:17])([CH3:14])([CH3:13])[CH3:12].CN(CCN(C)C)C.C1N2CN3CN(C2)CN1C3. Product: [CH3:1][O:2][C:3]1[CH:4]=[C:5]([CH:23]2[CH2:22][C:21]3([CH2:20][CH2:19][N:18]([C:16]([O:15][C:11]([CH3:14])([CH3:13])[CH3:12])=[O:17])[CH2:27][CH2:26]3)[CH2:24]2)[CH:6]=[CH:7][CH:8]=1. The catalyst class is: 1. (7) Reactant: [NH2:1][C:2]1[S:11][C:10](=S)[C:5]2[CH2:6][O:7][CH2:8][CH2:9][C:4]=2[C:3]=1[C:13]#[N:14].[NH:15]1[CH2:19][CH2:18][CH2:17][CH2:16]1. Product: [SH:11][C:2]1[N:1]=[C:10]([N:15]2[CH2:19][CH2:18][CH2:17][CH2:16]2)[C:5]2[CH2:6][O:7][CH2:8][CH2:9][C:4]=2[C:3]=1[C:13]#[N:14]. The catalyst class is: 8.